Dataset: Catalyst prediction with 721,799 reactions and 888 catalyst types from USPTO. Task: Predict which catalyst facilitates the given reaction. (1) Reactant: C([O:3][C:4]([C:6]1[C:7]([C:13]2[CH:18]=[CH:17][CH:16]=[CH:15][CH:14]=2)=[N:8][C:9]([CH3:12])=[N:10][CH:11]=1)=[O:5])C.[OH-].[Na+]. Product: [CH3:12][C:9]1[N:8]=[C:7]([C:13]2[CH:18]=[CH:17][CH:16]=[CH:15][CH:14]=2)[C:6]([C:4]([OH:5])=[O:3])=[CH:11][N:10]=1. The catalyst class is: 5. (2) Reactant: [CH3:1][C:2]1([CH3:15])[CH2:7][CH2:6][C:5](=[O:8])[C:4]([C:9]2[N:13]([CH3:14])[N:12]=[CH:11][CH:10]=2)=[CH:3]1.[BH4-].[Na+].[Cl-].[NH4+]. Product: [CH3:1][C:2]1([CH3:15])[CH2:7][CH2:6][CH:5]([OH:8])[CH:4]([C:9]2[N:13]([CH3:14])[N:12]=[CH:11][CH:10]=2)[CH2:3]1. The catalyst class is: 5. (3) Reactant: [H-].[Na+].[I-].[CH3:4][S+](C)(C)=O.[CH2:9]([O:16][C:17]([N:19]1[CH2:24][CH2:23][C:22](=[O:25])[CH2:21][CH2:20]1)=[O:18])[C:10]1[CH:15]=[CH:14][CH:13]=[CH:12][CH:11]=1. Product: [CH2:9]([O:16][C:17]([N:19]1[CH2:24][CH2:23][C:22]2([O:25][CH2:4]2)[CH2:21][CH2:20]1)=[O:18])[C:10]1[CH:15]=[CH:14][CH:13]=[CH:12][CH:11]=1. The catalyst class is: 16. (4) Reactant: Cl[C:2]1[N:3]=[N:4][C:5]([C:8]2[CH:13]=[CH:12][CH:11]=[CH:10][C:9]=2[F:14])=[CH:6][CH:7]=1.[F-:15].[K+].C1OCCOCCOCCOCCOCCOC1.S1(CCCC1)(=O)=O. Product: [F:15][C:2]1[N:3]=[N:4][C:5]([C:8]2[CH:13]=[CH:12][CH:11]=[CH:10][C:9]=2[F:14])=[CH:6][CH:7]=1. The catalyst class is: 2. (5) Reactant: [CH:1]([NH:4][C:5]([C@H:7]1[CH2:12][CH2:11][C@@H:10]([NH:13][C:14]2[CH:19]=[C:18]([O:20][CH2:21][C:22]3[CH:27]=[CH:26][C:25]([O:28][CH3:29])=[CH:24][CH:23]=3)[CH:17]=[CH:16][C:15]=2[N+:30]([O-])=O)[CH2:9][CH2:8]1)=[O:6])([CH3:3])[CH3:2].CC(O)=O. Product: [NH2:30][C:15]1[CH:16]=[CH:17][C:18]([O:20][CH2:21][C:22]2[CH:23]=[CH:24][C:25]([O:28][CH3:29])=[CH:26][CH:27]=2)=[CH:19][C:14]=1[NH:13][C@@H:10]1[CH2:11][CH2:12][C@H:7]([C:5]([NH:4][CH:1]([CH3:3])[CH3:2])=[O:6])[CH2:8][CH2:9]1. The catalyst class is: 284. (6) Reactant: [CH2:1]([CH:8]1[C:17]2[C:12](=[CH:13][CH:14]=[C:15]([CH2:18][NH:19][S:20]([C:23]3[N:24]=[CH:25][N:26]([CH3:28])[CH:27]=3)(=[O:22])=[O:21])[CH:16]=2)[CH2:11][CH2:10][CH:9]1[NH:29][C:30]([C@H:32]1[CH2:34][C@H:33]1[C:35](O)=[O:36])=[O:31])[C:2]1[CH:7]=[CH:6][CH:5]=[CH:4][CH:3]=1.C(Cl)(=O)C. Product: [CH2:1]([CH:8]1[C:17]2[CH:16]=[C:15]([CH2:18][NH:19][S:20]([C:23]3[N:24]=[CH:25][N:26]([CH3:28])[CH:27]=3)(=[O:21])=[O:22])[CH:14]=[CH:13][C:12]=2[CH2:11][CH2:10][CH:9]1[N:29]1[C:35](=[O:36])[CH:33]2[CH:32]([CH2:34]2)[C:30]1=[O:31])[C:2]1[CH:3]=[CH:4][CH:5]=[CH:6][CH:7]=1. The catalyst class is: 30. (7) Reactant: [Cl:1][C:2]1[CH:7]=[CH:6][C:5]([C:8]2([NH2:16])[CH2:13][CH2:12][NH:11][CH2:10][C:9]2([CH3:15])[CH3:14])=[CH:4][CH:3]=1.[NH:17]([C:25]([O:27][C:28]([CH3:31])([CH3:30])[CH3:29])=[O:26])[C@@H:18]([C:22](O)=[O:23])[CH:19]([CH3:21])[CH3:20].C1C=CC2N(O)N=NC=2C=1.C(N(CC)CC)C.C(Cl)CCl. Product: [NH2:16][C:8]1([C:5]2[CH:6]=[CH:7][C:2]([Cl:1])=[CH:3][CH:4]=2)[CH2:13][CH2:12][N:11]([C:22](=[O:23])[C@H:18]([NH:17][C:25](=[O:26])[O:27][C:28]([CH3:31])([CH3:30])[CH3:29])[CH:19]([CH3:21])[CH3:20])[CH2:10][C:9]1([CH3:14])[CH3:15]. The catalyst class is: 4.